Dataset: Forward reaction prediction with 1.9M reactions from USPTO patents (1976-2016). Task: Predict the product of the given reaction. (1) Given the reactants [Cl:1][C:2]1[CH:3]=[C:4]([CH:6]=[CH:7][C:8]=1[F:9])[NH2:5].CCN(C(C)C)C(C)C.Cl[C:20](Cl)([O:22]C(=O)OC(Cl)(Cl)Cl)Cl.[N:31]1[N:35]2[CH2:36][CH2:37][NH:38][CH2:39][C:34]2=[C:33]([N:40]2[CH2:44][CH2:43][CH2:42][C:41]2=[O:45])[CH:32]=1, predict the reaction product. The product is: [Cl:1][C:2]1[CH:3]=[C:4]([NH:5][C:20]([N:38]2[CH2:37][CH2:36][N:35]3[N:31]=[CH:32][C:33]([N:40]4[CH2:44][CH2:43][CH2:42][C:41]4=[O:45])=[C:34]3[CH2:39]2)=[O:22])[CH:6]=[CH:7][C:8]=1[F:9]. (2) Given the reactants C(O[C:5](=[O:7])[CH3:6])(=O)C.[NH2:8][C:9]1[C:10]([CH3:15])=[CH:11][CH:12]=[CH:13][CH:14]=1, predict the reaction product. The product is: [C:10]1([CH3:15])[CH:11]=[CH:12][CH:13]=[CH:14][C:9]=1[NH:8][C:5](=[O:7])[CH3:6]. (3) Given the reactants C(OC(=O)[NH:7][C:8]1[CH:13]=[CH:12][C:11]([CH:14]2[CH2:19][N:18]([CH2:20][CH3:21])[S:17](=[O:23])(=[O:22])[N:16]([CH2:24][CH3:25])[CH2:15]2)=[CH:10][C:9]=1Br)(C)(C)C.[CH3:28][CH:29]1[CH2:34][CH2:33][NH:32][CH2:31][CH2:30]1, predict the reaction product. The product is: [CH2:24]([N:16]1[CH2:15][CH:14]([C:11]2[CH:12]=[CH:13][C:8]([NH2:7])=[C:9]([N:32]3[CH2:33][CH2:34][CH:29]([CH3:28])[CH2:30][CH2:31]3)[CH:10]=2)[CH2:19][N:18]([CH2:20][CH3:21])[S:17]1(=[O:23])=[O:22])[CH3:25].